Dataset: Forward reaction prediction with 1.9M reactions from USPTO patents (1976-2016). Task: Predict the product of the given reaction. (1) Given the reactants FC1C(F)=C(CCC)C=CC=1B(O)O.[F-].[K+].[Br:17][C:18]1[CH:23]=[C:22]([CH2:24][CH2:25][CH3:26])[CH:21]=[C:20]([F:27])[C:19]=1[O:28]C.[Br:30][C:31]1[CH:36]=[C:35]([CH2:37][CH2:38][CH3:39])[CH:34]=[C:33]([F:40])[C:32]=1O.S(OC)(OC)(=O)=O.C(=O)([O-])[O-].[K+].[K+], predict the reaction product. The product is: [Br:17][C:18]1[CH:23]=[C:22]([CH2:24][CH2:25][CH3:26])[CH:21]=[C:20]([F:27])[C:19]=1[OH:28].[Br:30][C:31]1[CH:32]=[C:33]([F:40])[CH:34]=[C:35]([CH2:37][CH2:38][CH3:39])[CH:36]=1. (2) Given the reactants C(OC(=O)[NH:7][CH2:8][C:9]1[CH:14]=[CH:13][N:12]=[C:11]([C:15]2([NH:18][C:19]([C:21]3([NH:24][C:25]([C:27]4[N:31]5[C@@:32]([CH2:45][C:46]6[CH:51]=[CH:50][C:49]([C:52]#[N:53])=[CH:48][CH:47]=6)([CH3:44])[C:33](=[O:43])[N:34]([C:35]6[CH:40]=[C:39]([Cl:41])[CH:38]=[C:37]([Cl:42])[CH:36]=6)[C:30]5=[N:29][CH:28]=4)=[O:26])[CH2:23][CH2:22]3)=[O:20])[CH2:17][CH2:16]2)[CH:10]=1)(C)(C)C.C(Cl)Cl.C(O)(C(F)(F)F)=O, predict the reaction product. The product is: [NH2:7][CH2:8][C:9]1[CH:14]=[CH:13][N:12]=[C:11]([C:15]2([NH:18][C:19]([C:21]3([NH:24][C:25]([C:27]4[N:31]5[C@@:32]([CH2:45][C:46]6[CH:51]=[CH:50][C:49]([C:52]#[N:53])=[CH:48][CH:47]=6)([CH3:44])[C:33](=[O:43])[N:34]([C:35]6[CH:40]=[C:39]([Cl:41])[CH:38]=[C:37]([Cl:42])[CH:36]=6)[C:30]5=[N:29][CH:28]=4)=[O:26])[CH2:22][CH2:23]3)=[O:20])[CH2:16][CH2:17]2)[CH:10]=1. (3) Given the reactants [Cl:1][C:2]1[CH:7]=[CH:6][C:5]([C@@H:8]2[C@@H:13]([C@@H:14]([O:16][C:17]3[CH:22]=[CH:21][C:20](Cl)=[C:19](Cl)[CH:18]=3)[CH3:15])[CH2:12][CH2:11][N:10]([C:25]([CH:27]3[CH2:32][CH2:31][N:30]([C:33]4[CH:38]=[CH:37][C:36]([C:39]#[N:40])=[CH:35][N:34]=4)[CH2:29][CH2:28]3)=[O:26])[CH2:9]2)=[CH:4][CH:3]=1.[NH:41]1CCC[CH2:43][CH2:42]1.C(N1CC[C@H]([C@H]([OH:62])C)[C@@H](C2C=CC(Cl)=CC=2)C1)C1C=CC=CC=1.N1C2C(=CC(O)=CC=2)C=C1.ClC(OC(Cl)=O)C.CCN(C(C)C)C(C)C, predict the reaction product. The product is: [C:39]([C:36]1[CH:37]=[CH:38][C:33]([N:30]2[CH2:31][CH2:32][CH:27]([C:25]([OH:26])=[O:62])[CH2:28][CH2:29]2)=[N:34][CH:35]=1)#[N:40].[Cl:1][C:2]1[CH:7]=[CH:6][C:5]([C@@H:8]2[C@@H:13]([C@@H:14]([O:16][C:17]3[CH:18]=[C:19]4[C:20](=[CH:21][CH:22]=3)[NH:41][CH:42]=[CH:43]4)[CH3:15])[CH2:12][CH2:11][N:10]([C:25]([CH:27]3[CH2:28][CH2:29][N:30]([C:33]4[CH:38]=[CH:37][C:36]([C:39]#[N:40])=[CH:35][N:34]=4)[CH2:31][CH2:32]3)=[O:26])[CH2:9]2)=[CH:4][CH:3]=1. (4) Given the reactants [Li+].[OH-].[O:3]=[C:4]1[N:10]([CH:11]2[CH2:16][CH2:15][N:14]([C:17]([O:19][C@@H:20]([C:30]([O:32]C)=[O:31])[CH2:21][C:22]3[CH:27]=[CH:26][C:25]([CH3:28])=[C:24]([Cl:29])[CH:23]=3)=[O:18])[CH2:13][CH2:12]2)[CH2:9][CH2:8][C:7]2[CH:34]=[CH:35][CH:36]=[CH:37][C:6]=2[NH:5]1, predict the reaction product. The product is: [O:3]=[C:4]1[N:10]([CH:11]2[CH2:16][CH2:15][N:14]([C:17]([O:19][C@@H:20]([C:30]([OH:32])=[O:31])[CH2:21][C:22]3[CH:27]=[CH:26][C:25]([CH3:28])=[C:24]([Cl:29])[CH:23]=3)=[O:18])[CH2:13][CH2:12]2)[CH2:9][CH2:8][C:7]2[CH:34]=[CH:35][CH:36]=[CH:37][C:6]=2[NH:5]1. (5) Given the reactants CC1(C)C(C)(C)OB([C:9]2[CH:10]=[CH:11][C:12]3[O:16][C:15]([CH:17]4[CH2:22][CH2:21][N:20]([C:23]([O:25][C:26]([CH3:29])([CH3:28])[CH3:27])=[O:24])[CH2:19][CH2:18]4)=[N:14][C:13]=3[CH:30]=2)O1.Br[C:33]1[CH:38]=[CH:37][C:36]([S:39]([CH3:42])(=[O:41])=[O:40])=[C:35]([F:43])[CH:34]=1, predict the reaction product. The product is: [F:43][C:35]1[CH:34]=[C:33]([C:9]2[CH:10]=[CH:11][C:12]3[O:16][C:15]([CH:17]4[CH2:22][CH2:21][N:20]([C:23]([O:25][C:26]([CH3:28])([CH3:29])[CH3:27])=[O:24])[CH2:19][CH2:18]4)=[N:14][C:13]=3[CH:30]=2)[CH:38]=[CH:37][C:36]=1[S:39]([CH3:42])(=[O:41])=[O:40]. (6) Given the reactants [C:1]([C:5]1[CH:6]=[C:7]([N:23]([CH2:28][CH2:29][OH:30])[S:24]([CH3:27])(=[O:26])=[O:25])[C:8]([O:21][CH3:22])=[C:9]([NH:11][C:12](=[O:20])OC2C=CC=CC=2)[CH:10]=1)([CH3:4])([CH3:3])[CH3:2].[NH2:31][C:32]1[C:41]2[C:36](=[CH:37][CH:38]=[CH:39][CH:40]=2)[C:35]([O:42][C:43]2[CH:48]=[CH:47][N:46]=[C:45]([NH:49][C:50]3[CH:67]=[CH:66][C:53]([C:54]([NH:56][CH2:57][CH2:58][N:59]4[CH2:64][CH2:63][S:62](=[O:65])[CH2:61][CH2:60]4)=[O:55])=[C:52]([O:68][CH3:69])[CH:51]=3)[CH:44]=2)=[CH:34][CH:33]=1.C(N(CC)CC)C, predict the reaction product. The product is: [C:1]([C:5]1[CH:6]=[C:7]([N:23]([CH2:28][CH2:29][OH:30])[S:24]([CH3:27])(=[O:25])=[O:26])[C:8]([O:21][CH3:22])=[C:9]([NH:11][C:12](=[O:20])[NH:31][C:32]2[C:41]3[C:36](=[CH:37][CH:38]=[CH:39][CH:40]=3)[C:35]([O:42][C:43]3[CH:48]=[CH:47][N:46]=[C:45]([NH:49][C:50]4[CH:67]=[CH:66][C:53]([C:54]([NH:56][CH2:57][CH2:58][N:59]5[CH2:64][CH2:63][S:62](=[O:65])[CH2:61][CH2:60]5)=[O:55])=[C:52]([O:68][CH3:69])[CH:51]=4)[CH:44]=3)=[CH:34][CH:33]=2)[CH:10]=1)([CH3:3])([CH3:4])[CH3:2]. (7) Given the reactants [CH3:1][C:2]1[O:3][C:4]([CH3:14])=[C:5]([CH:7]([OH:13])[CH2:8][CH2:9][CH:10]([CH3:12])[CH3:11])[N:6]=1, predict the reaction product. The product is: [CH3:1][C:2]1[O:3][C:4]([CH3:14])=[C:5]([C:7](=[O:13])[CH2:8][CH2:9][CH:10]([CH3:11])[CH3:12])[N:6]=1. (8) Given the reactants O=P12OP3(OP(OP(O3)(O1)=O)(=O)O2)=O.CS(O)(=O)=O.Cl.[NH2:21][C:22]1[CH:27]=[C:26]([Cl:28])[CH:25]=[CH:24][C:23]=1[SH:29].[Cl:30][C:31]1[CH:36]=[C:35]([N+:37]([O-:39])=[O:38])[CH:34]=[C:33]([Cl:40])[C:32]=1[CH2:41][C:42](O)=O, predict the reaction product. The product is: [Cl:28][C:26]1[CH:25]=[CH:24][C:23]2[S:29][C:42]([CH2:41][C:32]3[C:33]([Cl:40])=[CH:34][C:35]([N+:37]([O-:39])=[O:38])=[CH:36][C:31]=3[Cl:30])=[N:21][C:22]=2[CH:27]=1.